From a dataset of Forward reaction prediction with 1.9M reactions from USPTO patents (1976-2016). Predict the product of the given reaction. (1) Given the reactants [CH2:1]([O:3][C:4]1[CH:26]=[CH:25][C:7]2[C:8]([CH2:11][O:12][C:13]3[CH:21]=[CH:20][CH:19]=[C:18]4[C:14]=3[CH:15]=[C:16]([C:22](O)=[O:23])[NH:17]4)=[CH:9][O:10][C:6]=2[CH:5]=1)[CH3:2].[NH2:27][CH:28]1[CH2:33][CH2:32][C:31]([CH2:35][CH2:36][N:37]2[CH2:42][CH2:41][C@H:40]([OH:43])[C@@H:39]([CH3:44])[CH2:38]2)([OH:34])[CH2:30][CH2:29]1, predict the reaction product. The product is: [OH:34][C:31]1([CH2:35][CH2:36][N:37]2[CH2:42][CH2:41][C@H:40]([OH:43])[C@@H:39]([CH3:44])[CH2:38]2)[CH2:32][CH2:33][CH:28]([NH:27][C:22]([C:16]2[NH:17][C:18]3[C:14]([CH:15]=2)=[C:13]([O:12][CH2:11][C:8]2[C:7]4[CH:25]=[CH:26][C:4]([O:3][CH2:1][CH3:2])=[CH:5][C:6]=4[O:10][CH:9]=2)[CH:21]=[CH:20][CH:19]=3)=[O:23])[CH2:29][CH2:30]1. (2) The product is: [CH3:14][C:13]([CH3:16])([CH3:15])[CH2:12][CH2:11][O:9][C:6]1[CH:7]=[CH:8][C:3]([C:1]#[N:2])=[CH:4][CH:5]=1. Given the reactants [C:1]([C:3]1[CH:8]=[CH:7][C:6]([OH:9])=[CH:5][CH:4]=1)#[N:2].Br[CH2:11][CH2:12][C:13]([CH3:16])([CH3:15])[CH3:14].C(=O)([O-])[O-].[K+].[K+].[I-].[K+], predict the reaction product. (3) The product is: [NH2:46][C:41]1[N:40]=[CH:39][C:38]2[C:43](=[CH:44][CH:45]=[C:36]([C:15]3[CH:14]=[C:13]([C:12]([N:11]4[C:9]5[C:8](=[CH:7][CH:6]=[C:5]([C:1]([CH3:3])([CH3:2])[CH3:4])[CH:10]=5)[NH:30][C:31](=[O:34])[CH2:32]4)=[O:29])[CH:18]=[CH:17][C:16]=3[CH3:19])[CH:37]=2)[N:42]=1. Given the reactants [C:1]([C:5]1[CH:6]=[CH:7][C:8]([NH:30][C:31](=[O:34])[CH2:32]Cl)=[C:9]([NH:11][C:12](=[O:29])[C:13]2[CH:18]=[CH:17][C:16]([CH3:19])=[C:15](B3OC(C)(C)C(C)(C)O3)[CH:14]=2)[CH:10]=1)([CH3:4])([CH3:3])[CH3:2].Br[C:36]1[CH:37]=[C:38]2[C:43](=[CH:44][CH:45]=1)[N:42]=[C:41]([NH2:46])[N:40]=[CH:39]2.C(=O)([O-])[O-].[K+].[K+].CN(C=O)C, predict the reaction product. (4) Given the reactants [CH2:1]([N:3]1[CH2:8][CH2:7][CH2:6][CH2:5][C@H:4]1[C:9]([OH:11])=O)[CH3:2].[ClH:12].[F:13][C:14]1[CH:26]=[CH:25][C:17]([CH:18]=[C:19]2[CH2:24][CH2:23][NH:22][CH2:21][CH2:20]2)=[CH:16][CH:15]=1, predict the reaction product. The product is: [ClH:12].[CH2:1]([N:3]1[CH2:8][CH2:7][CH2:6][CH2:5][C@H:4]1[C:9]([N:22]1[CH2:23][CH2:24][C:19](=[CH:18][C:17]2[CH:16]=[CH:15][C:14]([F:13])=[CH:26][CH:25]=2)[CH2:20][CH2:21]1)=[O:11])[CH3:2].